Dataset: Forward reaction prediction with 1.9M reactions from USPTO patents (1976-2016). Task: Predict the product of the given reaction. (1) Given the reactants [OH:1][C@@:2]1([CH2:9][NH:10][C:11]([C:13]2[C:14]3[CH:15]=[CH:16][C:17](Cl)=[N:18][C:19]=3[CH:20]=[CH:21][C:22]=2[Cl:23])=[O:12])[CH2:7][CH2:6][CH2:5][C@H:4]([CH3:8])[CH2:3]1.CCN(C(C)C)C(C)C.Cl.Cl.[N:36]1([CH:41]2[CH2:45][CH2:44][NH:43][CH2:42]2)[CH2:40][CH2:39][CH2:38][CH2:37]1, predict the reaction product. The product is: [OH:1][C@@:2]1([CH2:9][NH:10][C:11]([C:13]2[C:14]3[CH:15]=[CH:16][C:17]([N:43]4[CH2:44][CH2:45][CH:41]([N:36]5[CH2:40][CH2:39][CH2:38][CH2:37]5)[CH2:42]4)=[N:18][C:19]=3[CH:20]=[CH:21][C:22]=2[Cl:23])=[O:12])[CH2:7][CH2:6][CH2:5][C@H:4]([CH3:8])[CH2:3]1. (2) Given the reactants [CH3:1][O:2][C:3]1[CH:8]=[CH:7][C:6]([OH:9])=[CH:5][C:4]=1[N+:10]([O-])=O.COC1C=CC(CC([O-])=O)=[CH:17][C:16]=1[N+:25]([O-])=O.[O-][CH2:29][CH3:30].[Na+].Cl.[CH2:33](O)[CH3:34], predict the reaction product. The product is: [CH2:33]([N:25]([CH2:16][CH3:17])[CH2:29][CH2:30][O:9][C:6]1[CH:7]=[CH:8][C:3]([O:2][CH3:1])=[C:4]([CH:5]=1)[NH2:10])[CH3:34].